Regression. Given a peptide amino acid sequence and an MHC pseudo amino acid sequence, predict their binding affinity value. This is MHC class II binding data. From a dataset of Peptide-MHC class II binding affinity with 134,281 pairs from IEDB. (1) The peptide sequence is LVVGIYDEPMTPGQC. The MHC is HLA-DQA10501-DQB10201 with pseudo-sequence HLA-DQA10501-DQB10201. The binding affinity (normalized) is 0.635. (2) The peptide sequence is IFFMSPKGISRMSMA. The MHC is DRB1_0101 with pseudo-sequence DRB1_0101. The binding affinity (normalized) is 0.263. (3) The peptide sequence is EWVAMTKGEGGVWTF. The MHC is DRB1_0802 with pseudo-sequence DRB1_0802. The binding affinity (normalized) is 0. (4) The peptide sequence is RRHGVRIRVRSGGHD. The MHC is HLA-DPA10103-DPB10401 with pseudo-sequence HLA-DPA10103-DPB10401. The binding affinity (normalized) is 0.0690. (5) The peptide sequence is MPPELNTARLMAGAG. The MHC is DRB1_0301 with pseudo-sequence DRB1_0301. The binding affinity (normalized) is 0.162. (6) The peptide sequence is PWQSGSGGVWREMHH. The MHC is HLA-DQA10201-DQB10303 with pseudo-sequence HLA-DQA10201-DQB10303. The binding affinity (normalized) is 0.427. (7) The peptide sequence is NNHEENGQSAFETVTEASFP. The MHC is DRB1_0101 with pseudo-sequence DRB1_0101. The binding affinity (normalized) is 0.